Dataset: Forward reaction prediction with 1.9M reactions from USPTO patents (1976-2016). Task: Predict the product of the given reaction. Given the reactants [CH2:1]([O:3][C:4](=[O:22])[C:5]([C:10](=O)[C:11]1[CH:16]=[C:15](C)[CH:14]=[CH:13][C:12]=1[N+:18]([O-:20])=[O:19])=[CH:6][N:7](C)C)[CH3:2].Cl.[CH2:24]([O:26][C:27](=[O:31])[CH2:28][NH:29]N)[CH3:25].[C:32](O)(=O)C, predict the reaction product. The product is: [CH2:1]([O:3][C:4]([C:5]1[CH:6]=[N:7][N:29]([CH2:28][C:27]([O:26][CH2:24][CH3:25])=[O:31])[C:10]=1[C:11]1[CH:16]=[CH:15][C:14]([CH3:32])=[CH:13][C:12]=1[N+:18]([O-:20])=[O:19])=[O:22])[CH3:2].